From a dataset of Reaction yield outcomes from USPTO patents with 853,638 reactions. Predict the reaction yield, written as a fraction of the theoretical maximum amount of product (1.0 means a 100% yield; for example, 0.34 means a 34% yield). (1) The reactants are C([O:3][C:4]([C:6]1[O:7][C:8]2[C:13]([C:14](=[O:16])[CH:15]=1)=[CH:12][C:11]([O:17][CH3:18])=[CH:10][C:9]=2[N:19]1[CH2:24][CH2:23][N:22]([CH3:25])[CH2:21][CH2:20]1)=[O:5])C.[CH3:26]O.[ClH:28]. No catalyst specified. The product is [ClH:28].[CH2:18]([O:17][C:11]1[CH:12]=[C:13]2[C:8](=[C:9]([N:19]3[CH2:20][CH2:21][N:22]([CH3:25])[CH2:23][CH2:24]3)[CH:10]=1)[O:7][C:6]([C:4]([OH:3])=[O:5])=[CH:15][C:14]2=[O:16])[CH3:26]. The yield is 1.00. (2) The reactants are [F:1][C:2]1[CH:7]=[CH:6][C:5]([CH2:8][C:9]([OH:11])=O)=[CH:4][CH:3]=1.C(Cl)(=O)C(Cl)=O.[CH:18]([C@H:31]1[O:36][CH2:35][C@@H:34]([NH2:37])[CH2:33][CH2:32]1)([C:25]1[CH:30]=[CH:29][CH:28]=[CH:27][CH:26]=1)[C:19]1[CH:24]=[CH:23][CH:22]=[CH:21][CH:20]=1.C(N(CC)CC)C. The catalyst is ClCCl.CN(C=O)C. The product is [CH:18]([C@H:31]1[O:36][CH2:35][C@@H:34]([NH:37][C:9](=[O:11])[CH2:8][C:5]2[CH:4]=[CH:3][C:2]([F:1])=[CH:7][CH:6]=2)[CH2:33][CH2:32]1)([C:25]1[CH:30]=[CH:29][CH:28]=[CH:27][CH:26]=1)[C:19]1[CH:20]=[CH:21][CH:22]=[CH:23][CH:24]=1. The yield is 0.800. (3) The reactants are C(O)(C(F)(F)F)=O.[Cl:8][C:9]1[C:10]([F:46])=[C:11]([NH:15][C:16]2[C:25]3[C:20](=[CH:21][C:22]([O:44][CH3:45])=[C:23]([O:26][C@H:27]4[CH2:32][CH2:31][N:30](C(OC(C)(C)C)=O)[C@H:29]([C:40]([NH:42][CH3:43])=[O:41])[CH2:28]4)[CH:24]=3)[N:19]=[CH:18][N:17]=2)[CH:12]=[CH:13][CH:14]=1. The catalyst is C(Cl)Cl. The product is [Cl:8][C:9]1[C:10]([F:46])=[C:11]([NH:15][C:16]2[C:25]3[C:20](=[CH:21][C:22]([O:44][CH3:45])=[C:23]([O:26][C@H:27]4[CH2:32][CH2:31][NH:30][C@H:29]([C:40]([NH:42][CH3:43])=[O:41])[CH2:28]4)[CH:24]=3)[N:19]=[CH:18][N:17]=2)[CH:12]=[CH:13][CH:14]=1. The yield is 0.890.